The task is: Regression. Given a peptide amino acid sequence and an MHC pseudo amino acid sequence, predict their binding affinity value. This is MHC class I binding data.. This data is from Peptide-MHC class I binding affinity with 185,985 pairs from IEDB/IMGT. The peptide sequence is AQRWANQIR. The MHC is HLA-B15:17 with pseudo-sequence HLA-B15:17. The binding affinity (normalized) is 0.0847.